This data is from Catalyst prediction with 721,799 reactions and 888 catalyst types from USPTO. The task is: Predict which catalyst facilitates the given reaction. (1) Reactant: [NH2:1][CH2:2][C:3]1[CH:8]=[CH:7][C:6]([CH2:9][N:10]2[CH2:15][CH2:14][N:13]([C:16]3[CH:21]=[CH:20][CH:19]=[CH:18][CH:17]=3)[CH2:12][CH2:11]2)=[CH:5][CH:4]=1.[C:22](Cl)(=[O:25])[CH2:23][CH3:24].C(N(CC)CC)C.C(Cl)(Cl)Cl. Product: [C:16]1([N:13]2[CH2:12][CH2:11][N:10]([CH2:9][C:6]3[CH:5]=[CH:4][C:3]([CH2:2][NH:1][C:22](=[O:25])[CH2:23][CH3:24])=[CH:8][CH:7]=3)[CH2:15][CH2:14]2)[CH:21]=[CH:20][CH:19]=[CH:18][CH:17]=1. The catalyst class is: 2. (2) Reactant: Cl.[NH:2]1[C:10]2[C:5](=[CH:6][CH:7]=[CH:8][CH:9]=2)[CH:4]=[C:3]1[C:11]1[N:12]=[C:13]([CH:21]2[CH2:26][CH2:25][NH:24][CH2:23][CH2:22]2)[N:14]2[CH:19]=[CH:18][N:17]=[C:16]([NH2:20])[C:15]=12.C(N(CC)C(C)C)(C)C.Cl[C:37]([O:39][CH3:40])=[O:38]. Product: [NH2:20][C:16]1[C:15]2[N:14]([C:13]([CH:21]3[CH2:26][CH2:25][N:24]([C:37]([O:39][CH3:40])=[O:38])[CH2:23][CH2:22]3)=[N:12][C:11]=2[C:3]2[NH:2][C:10]3[C:5]([CH:4]=2)=[CH:6][CH:7]=[CH:8][CH:9]=3)[CH:19]=[CH:18][N:17]=1. The catalyst class is: 3. (3) Reactant: [CH3:1][CH:2]1[O:7][CH:6]([CH3:8])[CH2:5][N:4]([C:9](=[O:41])[CH2:10][N:11]2[C:15]3=[N:16][C:17]([C:25]4[S:26][C:27]([CH2:30][C:31]5[CH:36]=[CH:35][C:34]([F:37])=[CH:33][C:32]=5[S:38]([CH3:40])=O)=[CH:28][N:29]=4)=[C:18]([O:21]C(=O)C)[C:19](=[O:20])[N:14]3[CH:13]=[CH:12]2)[CH2:3]1.C([O-])([O-])=O.[K+].[K+].O. Product: [CH3:8][CH:6]1[O:7][CH:2]([CH3:1])[CH2:3][N:4]([C:9](=[O:41])[CH2:10][N:11]2[C:15]3=[N:16][C:17]([C:25]4[S:26][C:27]([CH2:30][C:31]5[CH:36]=[CH:35][C:34]([F:37])=[CH:33][C:32]=5[S:38][CH3:40])=[CH:28][N:29]=4)=[C:18]([OH:21])[C:19](=[O:20])[N:14]3[CH:13]=[CH:12]2)[CH2:5]1. The catalyst class is: 5. (4) Reactant: [C:1]([O:7][C:8]([CH3:11])([CH3:10])[CH3:9])(=[O:6])[CH2:2][C:3]([CH3:5])=O.[Br:12][C:13]1[CH:14]=[C:15]([CH:18]=[CH:19][CH:20]=1)[CH:16]=O.[NH4+:21].[OH-:22]. Product: [Br:12][C:13]1[CH:14]=[C:15]([CH:16]2[C:2]([C:1]([O:7][C:8]([CH3:11])([CH3:10])[CH3:9])=[O:6])=[C:3]([CH3:5])[NH:21][C:3]([CH3:5])=[C:2]2[C:1]([O:7][C:8]([CH3:11])([CH3:10])[CH3:9])=[O:22])[CH:18]=[CH:19][CH:20]=1. The catalyst class is: 271.